From a dataset of Peptide-MHC class I binding affinity with 185,985 pairs from IEDB/IMGT. Regression. Given a peptide amino acid sequence and an MHC pseudo amino acid sequence, predict their binding affinity value. This is MHC class I binding data. (1) The peptide sequence is LAELLEMKY. The MHC is HLA-A11:01 with pseudo-sequence HLA-A11:01. The binding affinity (normalized) is 0. (2) The peptide sequence is VLEKKVCAI. The MHC is HLA-A02:06 with pseudo-sequence HLA-A02:06. The binding affinity (normalized) is 0.249. (3) The peptide sequence is ISFYADPKRF. The MHC is Mamu-A01 with pseudo-sequence Mamu-A01. The binding affinity (normalized) is 0.483. (4) The peptide sequence is THADVPVVL. The MHC is HLA-B39:01 with pseudo-sequence HLA-B39:01. The binding affinity (normalized) is 0.898. (5) The peptide sequence is RILHNFAYSL. The MHC is HLA-A02:02 with pseudo-sequence HLA-A02:02. The binding affinity (normalized) is 0.881. (6) The peptide sequence is RLINMITTEQ. The MHC is Mamu-A2201 with pseudo-sequence Mamu-A2201. The binding affinity (normalized) is 0.0133.